Dataset: Peptide-MHC class I binding affinity with 185,985 pairs from IEDB/IMGT. Task: Regression. Given a peptide amino acid sequence and an MHC pseudo amino acid sequence, predict their binding affinity value. This is MHC class I binding data. The peptide sequence is EPISDYSAEV. The MHC is HLA-B53:01 with pseudo-sequence HLA-B53:01. The binding affinity (normalized) is 0.281.